Dataset: Forward reaction prediction with 1.9M reactions from USPTO patents (1976-2016). Task: Predict the product of the given reaction. Given the reactants OC(C(F)(F)F)=O.N[C@H](C1C(C2C=CC(Cl)=C3C=2N(C)N=C3NS(C)(=O)=O)=CC=C(C#CC(O)(C)C)N=1)CC1C=C(F)C=C(F)C=1.[NH2:47][C:48]1[C:56]2[C:51](=[C:52]([C:57]3[C:58]([C@@H:69]([NH:79]C(=O)OC(C)(C)C)[CH2:70][C:71]4[CH:76]=[C:75]([F:77])[CH:74]=[C:73]([F:78])[CH:72]=4)=[N:59][C:60]([C:63]#[C:64][C:65]([OH:68])([CH3:67])[CH3:66])=[CH:61][CH:62]=3)[CH:53]=[CH:54][CH:55]=2)[N:50]([CH2:87][CH3:88])[N:49]=1, predict the reaction product. The product is: [NH2:47][C:48]1[C:56]2[C:51](=[C:52]([C:57]3[CH:62]=[CH:61][C:60]([C:63]#[C:64][C:65]([CH3:66])([OH:68])[CH3:67])=[N:59][C:58]=3[C@@H:69]([NH2:79])[CH2:70][C:71]3[CH:76]=[C:75]([F:77])[CH:74]=[C:73]([F:78])[CH:72]=3)[CH:53]=[CH:54][CH:55]=2)[N:50]([CH2:87][CH3:88])[N:49]=1.